Dataset: Forward reaction prediction with 1.9M reactions from USPTO patents (1976-2016). Task: Predict the product of the given reaction. (1) Given the reactants [CH3:1][S:2]([CH2:5][C:6]1[CH:11]=[CH:10][C:9]([C:12]2[CH:13]=[C:14]3[CH2:20][CH:19]([CH:21]4[CH2:26][CH2:25][NH:24][CH2:23][CH2:22]4)[O:18][C:15]3=[CH:16][N:17]=2)=[CH:8][CH:7]=1)(=[O:4])=[O:3].Cl[C:28]1[N:33]=[CH:32][C:31]([CH2:34][CH3:35])=[CH:30][N:29]=1, predict the reaction product. The product is: [CH2:34]([C:31]1[CH:30]=[N:29][C:28]([N:24]2[CH2:25][CH2:26][CH:21]([CH:19]3[O:18][C:15]4=[CH:16][N:17]=[C:12]([C:9]5[CH:10]=[CH:11][C:6]([CH2:5][S:2]([CH3:1])(=[O:4])=[O:3])=[CH:7][CH:8]=5)[CH:13]=[C:14]4[CH2:20]3)[CH2:22][CH2:23]2)=[N:33][CH:32]=1)[CH3:35]. (2) Given the reactants [C:1]1([C:7]2[N:8]=[C:9]([C:12]3[CH:17]=[CH:16][C:15]([OH:18])=[CH:14][CH:13]=3)[S:10][CH:11]=2)[CH:6]=[CH:5][CH:4]=[CH:3][CH:2]=1.C1(P(C2C=CC=CC=2)C2C=CC=CC=2)C=CC=CC=1.O[CH2:39][CH2:40][NH:41][C:42](=[O:51])[O:43][CH2:44][C:45]1[CH:50]=[CH:49][CH:48]=[CH:47][CH:46]=1.C1CCN(C(N=NC(N2CCCCC2)=O)=O)CC1, predict the reaction product. The product is: [CH2:44]([O:43][C:42](=[O:51])[NH:41][CH2:40][CH2:39][O:18][C:15]1[CH:14]=[CH:13][C:12]([C:9]2[S:10][CH:11]=[C:7]([C:1]3[CH:2]=[CH:3][CH:4]=[CH:5][CH:6]=3)[N:8]=2)=[CH:17][CH:16]=1)[C:45]1[CH:50]=[CH:49][CH:48]=[CH:47][CH:46]=1. (3) Given the reactants [CH3:1][N:2]([CH2:4][C:5]1([C:11]2[CH:16]=[CH:15][C:14]([OH:17])=[CH:13][CH:12]=2)[CH2:10][CH2:9][O:8][CH2:7][CH2:6]1)[CH3:3].Cl[CH2:19][CH2:20][CH2:21][N:22]1[CH2:27][CH2:26][CH:25]([OH:28])[CH2:24][CH2:23]1.CN(C=O)C.C([O-])([O-])=O.[K+].[K+], predict the reaction product. The product is: [CH3:3][N:2]([CH2:4][C:5]1([C:11]2[CH:16]=[CH:15][C:14]([O:17][CH2:19][CH2:20][CH2:21][N:22]3[CH2:27][CH2:26][CH:25]([OH:28])[CH2:24][CH2:23]3)=[CH:13][CH:12]=2)[CH2:6][CH2:7][O:8][CH2:9][CH2:10]1)[CH3:1]. (4) Given the reactants [CH3:1][Si:2]([CH3:17])([CH3:16])[CH2:3][CH2:4][O:5][CH2:6][O:7][CH2:8][C:9]1[N:10]=[C:11]([CH:14]=O)[S:12][CH:13]=1.[NH2:18][OH:19].Cl.C([O-])([O-])=O.[Na+].[Na+], predict the reaction product. The product is: [CH3:1][Si:2]([CH3:17])([CH3:16])[CH2:3][CH2:4][O:5][CH2:6][O:7][CH2:8][C:9]1[N:10]=[C:11]([CH:14]=[N:18][OH:19])[S:12][CH:13]=1. (5) Given the reactants [C:1]([C:5]1[CH:6]=[C:7]([N:24]2[CH:29]=[CH:28][C:27](=[O:30])[NH:26][C:25]2=[O:31])[CH:8]=[C:9]([C:13]2[CH:22]=[CH:21][C:20]3[C:15](=[CH:16][CH:17]=[C:18]([OH:23])[CH:19]=3)[CH:14]=2)[C:10]=1[O:11][CH3:12])([CH3:4])([CH3:3])[CH3:2].C(=O)([O-])[O-].[K+].[K+].[F:38][C:39]([F:54])([S:50](F)(=[O:52])=[O:51])[C:40]([F:49])([F:48])[C:41]([F:47])([F:46])[C:42]([F:45])([F:44])[F:43], predict the reaction product. The product is: [F:54][C:39]([F:38])([S:50]([O:23][C:18]1[CH:17]=[CH:16][C:15]2[C:20](=[CH:21][CH:22]=[C:13]([C:9]3[CH:8]=[C:7]([N:24]4[CH:29]=[CH:28][C:27](=[O:30])[NH:26][C:25]4=[O:31])[CH:6]=[C:5]([C:1]([CH3:4])([CH3:2])[CH3:3])[C:10]=3[O:11][CH3:12])[CH:14]=2)[CH:19]=1)(=[O:52])=[O:51])[C:40]([F:48])([F:49])[C:41]([F:47])([F:46])[C:42]([F:45])([F:44])[F:43].